From a dataset of Full USPTO retrosynthesis dataset with 1.9M reactions from patents (1976-2016). Predict the reactants needed to synthesize the given product. (1) Given the product [CH3:1][C:2]([C:8]1[CH:9]=[C:10]2[C:15](=[C:16]([C:18]3[CH:19]=[C:20]([C:24]4[CH:40]=[CH:39][C:38](=[O:42])[NH:37][C:25]=4[C:27]4[CH:32]=[CH:31][C:30]([S:33]([CH3:36])(=[O:35])=[O:34])=[CH:29][CH:28]=4)[CH:21]=[CH:22][CH:23]=3)[CH:17]=1)[N:14]=[CH:13][CH:12]=[CH:11]2)([S:4]([CH3:7])(=[O:6])=[O:5])[CH3:3], predict the reactants needed to synthesize it. The reactants are: [CH3:1][C:2]([C:8]1[CH:9]=[C:10]2[C:15](=[C:16]([C:18]3[CH:19]=[C:20]([CH2:24][C:25]([C:27]4[CH:32]=[CH:31][C:30]([S:33]([CH3:36])(=[O:35])=[O:34])=[CH:29][CH:28]=4)=O)[CH:21]=[CH:22][CH:23]=3)[CH:17]=1)[N:14]=[CH:13][CH:12]=[CH:11]2)([S:4]([CH3:7])(=[O:6])=[O:5])[CH3:3].[NH3:37].[C:38]([O:42]C)(=O)[C:39]#[CH:40]. (2) Given the product [C:29]([O:33][C@@H:34]([C:39]1[C:40]([C:6]2[CH:5]=[CH:4][C:3]([C:2]([F:1])([F:18])[F:19])=[CH:8][CH:7]=2)=[C:41]2[C:48]3[CH2:49][CH2:50][CH2:51][CH2:52][C:47]=3[S:46][C:42]2=[N:43][C:44]=1[CH3:45])[C:35]([O:37][CH3:38])=[O:36])([CH3:32])([CH3:30])[CH3:31], predict the reactants needed to synthesize it. The reactants are: [F:1][C:2]([F:19])([F:18])[C:3]1[CH:8]=[CH:7][C:6](B2OC(C)(C)C(C)(C)O2)=[CH:5][CH:4]=1.C(N(C(C)C)C(C)C)C.[C:29]([O:33][C@@H:34]([C:39]1[C:40](I)=[C:41]2[C:48]3[CH2:49][CH2:50][CH2:51][CH2:52][C:47]=3[S:46][C:42]2=[N:43][C:44]=1[CH3:45])[C:35]([O:37][CH3:38])=[O:36])([CH3:32])([CH3:31])[CH3:30]. (3) Given the product [CH2:17]([N:19]1[CH2:23][CH2:22][C@H:21]([CH2:24][C:25]2[CH:30]=[C:29]([F:31])[CH:28]=[CH:27][C:26]=2[S:32]([NH:1][C:2]2[C:11]([C:12]([O:14][CH3:15])=[O:13])=[C:10]3[C:5]([C@@H:6]4[CH2:16][C@@H:7]4[CH2:8][O:9]3)=[CH:4][CH:3]=2)(=[O:33])=[O:34])[CH2:20]1)[CH3:18], predict the reactants needed to synthesize it. The reactants are: [NH2:1][C:2]1[C:11]([C:12]([O:14][CH3:15])=[O:13])=[C:10]2[C:5]([CH:6]3[CH2:16][CH:7]3[CH2:8][O:9]2)=[CH:4][CH:3]=1.[CH2:17]([N:19]1[CH2:23][CH2:22][C@H:21]([CH2:24][C:25]2[CH:30]=[C:29]([F:31])[CH:28]=[CH:27][C:26]=2[S:32](Cl)(=[O:34])=[O:33])[CH2:20]1)[CH3:18]. (4) Given the product [Cl:17][C:18]1[CH:23]=[C:22]([C:4]([C:5]2[CH:6]=[N:7][C:8]([C:11]([F:14])([F:13])[F:12])=[CH:9][CH:10]=2)=[O:15])[CH:21]=[CH:20][CH:19]=1, predict the reactants needed to synthesize it. The reactants are: CON(C)[C:4](=[O:15])[C:5]1[CH:10]=[CH:9][C:8]([C:11]([F:14])([F:13])[F:12])=[N:7][CH:6]=1.[Cl:17][C:18]1[CH:19]=[C:20]([Mg]Br)[CH:21]=[CH:22][CH:23]=1. (5) Given the product [F:15][C:16]1[CH:21]=[CH:20][C:19]([F:22])=[CH:18][C:17]=1[C:23]1[CH2:27][N:26]([S:11]([CH:10]=[CH2:9])(=[O:13])=[O:12])[CH:25]([C:28]2[CH:33]=[CH:32][CH:31]=[CH:30][CH:29]=2)[CH:24]=1, predict the reactants needed to synthesize it. The reactants are: C(N(CC)CC)C.Cl[CH2:9][CH2:10][S:11](Cl)(=[O:13])=[O:12].[F:15][C:16]1[CH:21]=[CH:20][C:19]([F:22])=[CH:18][C:17]=1[C:23]1[CH2:27][NH:26][CH:25]([C:28]2[CH:33]=[CH:32][CH:31]=[CH:30][CH:29]=2)[CH:24]=1. (6) Given the product [ClH:43].[ClH:43].[ClH:43].[NH2:34][C:30]1([C:27]2[CH:26]=[CH:25][C:24]([C:16]3[O:15][C:12]4=[N:13][CH:14]=[C:9]([NH2:8])[CH:10]=[C:11]4[C:17]=3[C:18]3[CH:23]=[CH:22][CH:21]=[CH:20][CH:19]=3)=[CH:29][CH:28]=2)[CH2:31][CH2:32][CH2:33]1, predict the reactants needed to synthesize it. The reactants are: C(O)(C(F)(F)F)=O.[NH2:8][C:9]1[CH:10]=[C:11]2[C:17]([C:18]3[CH:23]=[CH:22][CH:21]=[CH:20][CH:19]=3)=[C:16]([C:24]3[CH:29]=[CH:28][C:27]([C:30]4([NH:34]C(=O)OC(C)(C)C)[CH2:33][CH2:32][CH2:31]4)=[CH:26][CH:25]=3)[O:15][C:12]2=[N:13][CH:14]=1.C(Cl)[Cl:43]. (7) Given the product [CH3:13][O:12][C:8]1[CH:7]=[C:6]2[C:11](=[CH:10][CH:9]=1)[C:2]([C:19]1[CH:20]=[CH:21][CH:22]=[CH:23][C:18]=1[C:16]([O:15][CH3:14])=[O:17])=[CH:3][CH:4]=[CH:5]2, predict the reactants needed to synthesize it. The reactants are: Br[C:2]1[C:11]2[C:6](=[CH:7][C:8]([O:12][CH3:13])=[CH:9][CH:10]=2)[CH:5]=[CH:4][CH:3]=1.[CH3:14][O:15][C:16]([C:18]1[CH:23]=[CH:22][CH:21]=[CH:20][C:19]=1B(O)O)=[O:17].C([O-])([O-])=O.[K+].[K+].O.